From a dataset of HIV replication inhibition screening data with 41,000+ compounds from the AIDS Antiviral Screen. Binary Classification. Given a drug SMILES string, predict its activity (active/inactive) in a high-throughput screening assay against a specified biological target. (1) The result is 0 (inactive). The molecule is C=CCCCC12CCCc3cccc(c31)NC2=S. (2) The molecule is Nc1nc(Cl)cc(OCC2(CO)CCCCC2)n1. The result is 0 (inactive). (3) The compound is CCCCCCCCC1=C(OC)C(=O)c2cccnc2C1=O. The result is 0 (inactive). (4) The compound is c1ccc(C2CN=C(c3ccccn3)C(c3ccccn3)=N2)cc1. The result is 0 (inactive). (5) The compound is COc1ccc(CC2COC(=O)C2Cc2cc(OC)c(O)c(OC)c2)cc1OC. The result is 0 (inactive). (6) The compound is CCC(CC)C(=O)NCC(=O)NO. The result is 0 (inactive). (7) The molecule is Oc1ccc2ccccc2c1C1=NNC(c2ccc(Cl)cc2)C1. The result is 0 (inactive).